Dataset: Forward reaction prediction with 1.9M reactions from USPTO patents (1976-2016). Task: Predict the product of the given reaction. (1) Given the reactants [CH3:1][O:2][C:3]1[CH:8]=[CH:7][C:6]([C@@H:9]([CH3:25])[C:10](N2[C@@H](CC3C=CC=CC=3)COC2=O)=[O:11])=[CH:5][CH:4]=1.[OH-:26].[Li+].OO, predict the reaction product. The product is: [CH3:1][O:2][C:3]1[CH:4]=[CH:5][C:6]([C@@H:9]([CH3:25])[C:10]([OH:11])=[O:26])=[CH:7][CH:8]=1. (2) Given the reactants [NH2:1][C:2]1[S:3][C:4]([C:10]2[CH:15]=[CH:14][C:13]([C:16]([OH:19])([CH3:18])[CH3:17])=[CH:12][C:11]=2[F:20])=[CH:5][C:6]=1[C:7]([NH2:9])=[O:8].Cl[C:22]1[CH:27]=[CH:26][N:25]=[C:24]([CH2:28][N:29]2[CH2:34][CH2:33][O:32][CH2:31][CH:30]2[CH2:35][F:36])[N:23]=1, predict the reaction product. The product is: [F:20][C:11]1[CH:12]=[C:13]([C:16]([OH:19])([CH3:17])[CH3:18])[CH:14]=[CH:15][C:10]=1[C:4]1[S:3][C:2]([NH:1][C:26]2[CH:27]=[CH:22][N:23]=[C:24]([CH2:28][N:29]3[CH2:34][CH2:33][O:32][CH2:31][CH:30]3[CH2:35][F:36])[N:25]=2)=[C:6]([C:7]([NH2:9])=[O:8])[CH:5]=1.